The task is: Predict the reactants needed to synthesize the given product.. This data is from Full USPTO retrosynthesis dataset with 1.9M reactions from patents (1976-2016). (1) The reactants are: O=[C:2]1[C:11]2[C:6](=[CH:7][CH:8]=[CH:9][CH:10]=2)[O:5][C:4]([C:12]([OH:14])=[O:13])=[CH:3]1. Given the product [O:5]1[C:6]2[C:11](=[CH:10][CH:9]=[CH:8][CH:7]=2)[CH2:2][CH2:3][CH:4]1[C:12]([OH:14])=[O:13], predict the reactants needed to synthesize it. (2) Given the product [NH2:29][C@H:33]1[CH2:34][CH2:21][C@H:18]([CH2:19][NH:20][C:6]2[C:5]([N+:11]([O-:13])=[O:12])=[CH:4][N:3]=[C:2]([NH:20][CH2:19][C:18]3[CH:21]=[CH:22][CH:23]=[CH:24][C:17]=3[O:16][C:15]([F:25])([F:26])[F:14])[N:7]=2)[CH2:17][CH2:35]1, predict the reactants needed to synthesize it. The reactants are: Cl[C:2]1[N:7]=[C:6](SC#N)[C:5]([N+:11]([O-:13])=[O:12])=[CH:4][N:3]=1.[F:14][C:15]([F:26])([F:25])[O:16][C:17]1[CH:24]=[CH:23][CH:22]=[CH:21][C:18]=1[CH2:19][NH2:20].CC[N:29]([CH:33]([CH3:35])[CH3:34])C(C)C.